Dataset: Catalyst prediction with 721,799 reactions and 888 catalyst types from USPTO. Task: Predict which catalyst facilitates the given reaction. (1) Reactant: [CH2:1]([C:5]1([CH:9]([OH:12])[C:10]#[CH:11])[CH2:8][CH2:7][CH2:6]1)[CH2:2][CH2:3][CH3:4].N1C=CN=C1.[Si:18](Cl)([C:21]([CH3:24])([CH3:23])[CH3:22])([CH3:20])[CH3:19]. Product: [C:21]([Si:18]([CH3:20])([CH3:19])[O:12][CH:9]([C:5]1([CH2:1][CH2:2][CH2:3][CH3:4])[CH2:8][CH2:7][CH2:6]1)[C:10]#[CH:11])([CH3:24])([CH3:23])[CH3:22]. The catalyst class is: 3. (2) Reactant: [C:1]1([CH:7]([C:25]2[CH:30]=[CH:29][CH:28]=[CH:27][CH:26]=2)[C:8]([O:10][CH2:11][CH:12]2[CH2:17][CH2:16][N:15]([C:18]([O:20][C:21]([CH3:24])([CH3:23])[CH3:22])=[O:19])[CH2:14][CH2:13]2)=[O:9])[CH:6]=[CH:5][CH:4]=[CH:3][CH:2]=1.C[Si](C)(C)[N-][Si](C)(C)C.[Li+].[CH2:41]=[O:42]. Product: [OH:42][CH2:41][C:7]([C:1]1[CH:2]=[CH:3][CH:4]=[CH:5][CH:6]=1)([C:25]1[CH:26]=[CH:27][CH:28]=[CH:29][CH:30]=1)[C:8]([O:10][CH2:11][CH:12]1[CH2:17][CH2:16][N:15]([C:18]([O:20][C:21]([CH3:24])([CH3:23])[CH3:22])=[O:19])[CH2:14][CH2:13]1)=[O:9]. The catalyst class is: 1. (3) Reactant: [C:1]([O:5][C:6]([C@H:8]1[CH2:10][C@H:9]1[C:11]([OH:13])=O)=[O:7])([CH3:4])([CH3:3])[CH3:2]. Product: [C:1]([O:5][C:6]([C@H:8]1[CH2:10][C@H:9]1[C:11](=[O:13])[CH2:8][C:6]([O:5][CH2:1][CH3:2])=[O:7])=[O:7])([CH3:2])([CH3:3])[CH3:4]. The catalyst class is: 7. (4) Reactant: [Si:1]([O:8][C@H:9]([C:25]1[CH:34]=[CH:33][C:32]([OH:35])=[C:31]2[C:26]=1[CH:27]=[CH:28][C:29](=[O:36])[NH:30]2)[CH2:10][NH:11][C@@H:12]([CH3:24])[CH2:13][C:14]1[CH:15]=[C:16]([CH2:20][C:21](O)=[O:22])[CH:17]=[CH:18][CH:19]=1)([C:4]([CH3:7])([CH3:6])[CH3:5])([CH3:3])[CH3:2].[O-]S(C(F)(F)F)(=O)=O.C(N(CC)C(C)C)(C)C.[NH2:54][CH2:55][CH2:56][CH2:57][N:58]([CH3:85])[C:59]([CH2:61][CH2:62][N:63]1[CH2:68][CH2:67][CH:66]([O:69][C:70](=[O:84])[NH:71][C:72]2[CH:77]=[CH:76][CH:75]=[CH:74][C:73]=2[C:78]2[CH:83]=[CH:82][CH:81]=[CH:80][CH:79]=2)[CH2:65][CH2:64]1)=[O:60]. Product: [Si:1]([O:8][C@H:9]([C:25]1[CH:34]=[CH:33][C:32]([OH:35])=[C:31]2[C:26]=1[CH:27]=[CH:28][C:29](=[O:36])[NH:30]2)[CH2:10][NH:11][C@@H:12]([CH3:24])[CH2:13][C:14]1[CH:15]=[C:16]([CH2:20][C:21]([NH:54][CH2:55][CH2:56][CH2:57][N:58]([CH3:85])[C:59]([CH2:61][CH2:62][N:63]2[CH2:64][CH2:65][CH:66]([O:69][C:70](=[O:84])[NH:71][C:72]3[CH:77]=[CH:76][CH:75]=[CH:74][C:73]=3[C:78]3[CH:79]=[CH:80][CH:81]=[CH:82][CH:83]=3)[CH2:67][CH2:68]2)=[O:60])=[O:22])[CH:17]=[CH:18][CH:19]=1)([C:4]([CH3:7])([CH3:5])[CH3:6])([CH3:3])[CH3:2]. The catalyst class is: 3. (5) Reactant: NC[C:3]1[CH:4]=[C:5]([C:9]2[O:13][C:12]([C:14]3[C:15]([NH2:32])=[N:16][CH:17]=[C:18]([C:20]4[CH:25]=[CH:24][C:23]([S:26]([CH:29]([CH3:31])[CH3:30])(=[O:28])=[O:27])=[CH:22][CH:21]=4)[N:19]=3)=[N:11][N:10]=2)[CH:6]=[CH:7][CH:8]=1.CI.C(=O)([O-])[O-].[K+].[K+].[CH3:41][N:42]([CH:44]=O)[CH3:43]. Product: [CH3:43][N:42]([CH2:44][C:3]1[CH:4]=[C:5]([C:9]2[O:13][C:12]([C:14]3[C:15]([NH2:32])=[N:16][CH:17]=[C:18]([C:20]4[CH:25]=[CH:24][C:23]([S:26]([CH:29]([CH3:30])[CH3:31])(=[O:27])=[O:28])=[CH:22][CH:21]=4)[N:19]=3)=[N:11][N:10]=2)[CH:6]=[CH:7][CH:8]=1)[CH3:41]. The catalyst class is: 13. (6) Reactant: C(O[C:6]([N:8](C)[C@H:9]([C:20]([NH:22][C@H:23]([C:28]([N:30]([C@@H:32]([CH:41]([CH3:43])[CH3:42])/[CH:33]=[C:34](\[CH3:40])/[C:35]([O:37][CH2:38][CH3:39])=[O:36])[CH3:31])=[O:29])[C:24]([CH3:27])([CH3:26])[CH3:25])=[O:21])[C:10]([CH3:19])([CH3:18])[C:11]1[CH:16]=[CH:15][CH:14]=[CH:13][C:12]=1[CH3:17])=O)(C)(C)C.FC(F)(F)C(O)=O. Product: [CH3:6][NH:8][C@H:9]([C:20]([NH:22][C@H:23]([C:28]([N:30]([C@@H:32]([CH:41]([CH3:42])[CH3:43])/[CH:33]=[C:34](\[CH3:40])/[C:35]([O:37][CH2:38][CH3:39])=[O:36])[CH3:31])=[O:29])[C:24]([CH3:27])([CH3:26])[CH3:25])=[O:21])[C:10]([CH3:19])([CH3:18])[C:11]1[CH:16]=[CH:15][CH:14]=[CH:13][C:12]=1[CH3:17].[CH3:6][NH:8][C@@H:9]([C:20]([NH:22][C@H:23]([C:28]([N:30]([C@@H:32]([CH:41]([CH3:42])[CH3:43])/[CH:33]=[C:34](\[CH3:40])/[C:35]([O:37][CH2:38][CH3:39])=[O:36])[CH3:31])=[O:29])[C:24]([CH3:27])([CH3:26])[CH3:25])=[O:21])[C:10]([CH3:19])([CH3:18])[C:11]1[CH:16]=[CH:15][CH:14]=[CH:13][C:12]=1[CH3:17]. The catalyst class is: 2.